Dataset: Reaction yield outcomes from USPTO patents with 853,638 reactions. Task: Predict the reaction yield, written as a fraction of the theoretical maximum amount of product (1.0 means a 100% yield; for example, 0.34 means a 34% yield). (1) The reactants are [F:1][CH:2]([F:14])[O:3][CH2:4][CH:5]1[CH2:8][CH:7]([C:9]([O:11]CC)=[O:10])[CH2:6]1.[OH-].[Na+]. The catalyst is C1COCC1.O. The product is [F:1][CH:2]([F:14])[O:3][CH2:4][CH:5]1[CH2:6][CH:7]([C:9]([OH:11])=[O:10])[CH2:8]1. The yield is 0.570. (2) The reactants are [CH3:1][O:2][C:3]([CH:5]1[CH2:9][C:8](=[CH2:10])[CH2:7][N:6]1[C:11]([O:13][C:14]([CH3:17])([CH3:16])[CH3:15])=[O:12])=[O:4].[OH2:18].[OH-].[Na+].OO. The catalyst is C1COCC1.C(OCC)C. The product is [CH3:1][O:2][C:3]([CH:5]1[CH2:9][CH:8]([CH2:10][OH:18])[CH2:7][N:6]1[C:11]([O:13][C:14]([CH3:17])([CH3:16])[CH3:15])=[O:12])=[O:4]. The yield is 0.410.